Dataset: TCR-epitope binding with 47,182 pairs between 192 epitopes and 23,139 TCRs. Task: Binary Classification. Given a T-cell receptor sequence (or CDR3 region) and an epitope sequence, predict whether binding occurs between them. (1) The epitope is LLFNKVTLA. The TCR CDR3 sequence is CASGWGEEAFF. Result: 0 (the TCR does not bind to the epitope). (2) The epitope is LLWNGPMAV. The TCR CDR3 sequence is CASSGGYEHNEQFF. Result: 1 (the TCR binds to the epitope).